From a dataset of Forward reaction prediction with 1.9M reactions from USPTO patents (1976-2016). Predict the product of the given reaction. (1) Given the reactants [F:1][C:2]1[CH:10]=[CH:9][CH:8]=[C:7]2[C:3]=1[CH:4]=[CH:5][NH:6]2.[H-].[Na+].[CH3:13][CH:14]([Si:16](Cl)([CH:20]([CH3:22])[CH3:21])[CH:17]([CH3:19])[CH3:18])[CH3:15], predict the reaction product. The product is: [F:1][C:2]1[CH:10]=[CH:9][CH:8]=[C:7]2[C:3]=1[CH:4]=[CH:5][N:6]2[Si:16]([CH:20]([CH3:22])[CH3:21])([CH:17]([CH3:19])[CH3:18])[CH:14]([CH3:15])[CH3:13]. (2) Given the reactants [CH2:1]([N:3]1[CH:7]=[CH:6][N:5]=[C:4]1[C:8](=[O:18])[CH2:9][NH:10]C(=O)OC(C)(C)C)[CH3:2].CO.[ClH:21], predict the reaction product. The product is: [ClH:21].[ClH:21].[NH2:10][CH2:9][C:8]([C:4]1[N:3]([CH2:1][CH3:2])[CH:7]=[CH:6][N:5]=1)=[O:18]. (3) Given the reactants C(O[CH:6]1[O:10][N:9]=[C:8]([C:11](=[O:20])[C:12]2[CH:17]=[CH:16][C:15]([O:18][CH3:19])=[CH:14][CH:13]=2)[CH2:7]1)CCC.C1(C)C=CC(S(O)(=O)=O)=CC=1.C(=O)([O-])O.[Na+], predict the reaction product. The product is: [CH3:19][O:18][C:15]1[CH:14]=[CH:13][C:12]([C:11]([C:8]2[CH:7]=[CH:6][O:10][N:9]=2)=[O:20])=[CH:17][CH:16]=1. (4) The product is: [Cl:1][C:2]1[CH:25]=[CH:24][C:23]([Cl:26])=[CH:22][C:3]=1[CH2:4][N:5]1[C:9]([C:10]([OH:12])=[O:11])=[C:8]([CH3:15])[N:7]=[C:6]1[C:16]1[CH:17]=[N:18][CH:19]=[CH:20][CH:21]=1. Given the reactants [Cl:1][C:2]1[CH:25]=[CH:24][C:23]([Cl:26])=[CH:22][C:3]=1[CH2:4][N:5]1[C:9]([C:10]([O:12]CC)=[O:11])=[C:8]([CH3:15])[N:7]=[C:6]1[C:16]1[CH:17]=[N:18][CH:19]=[CH:20][CH:21]=1.[OH-].[Na+].Cl, predict the reaction product. (5) Given the reactants Cl.CN(C)[CH2:4][CH2:5][C:6]([C:8]1[CH:13]=[CH:12][C:11]([C:14]([F:17])([F:16])[F:15])=[CH:10][CH:9]=1)=O.[CH3:19][O:20][C:21](=[O:26])/[CH:22]=[C:23](\[NH2:25])/[CH3:24], predict the reaction product. The product is: [CH3:19][O:20][C:21](=[O:26])[C:22]1[CH:4]=[CH:5][C:6]([C:8]2[CH:9]=[CH:10][C:11]([C:14]([F:15])([F:16])[F:17])=[CH:12][CH:13]=2)=[N:25][C:23]=1[CH3:24]. (6) Given the reactants Cl[C:2]1[CH:7]=[CH:6][N:5]=[C:4]2[NH:8][CH:9]=[C:10]([N+:11]([O-:13])=[O:12])[C:3]=12.[CH3:14][NH:15][CH:16]1[CH2:21][CH2:20][CH2:19][CH2:18][CH2:17]1.C(N(CC)C(C)C)(C)C, predict the reaction product. The product is: [CH:16]1([N:15]([CH3:14])[C:2]2[C:3]3[C:10]([N+:11]([O-:13])=[O:12])=[CH:9][NH:8][C:4]=3[N:5]=[CH:6][CH:7]=2)[CH2:21][CH2:20][CH2:19][CH2:18][CH2:17]1. (7) Given the reactants [Br:1][C:2]1[CH:7]=[CH:6][C:5]([CH:8]2[CH2:18][CH2:17][C@:10]3([NH:14][C:13](=[O:15])[NH:12][C:11]3=[O:16])[CH2:9]2)=[CH:4][CH:3]=1.[C:19](=O)([O-])[O-].[K+].[K+].CI, predict the reaction product. The product is: [Br:1][C:2]1[CH:7]=[CH:6][C:5]([CH:8]2[CH2:18][CH2:17][C@:10]3([NH:14][C:13](=[O:15])[N:12]([CH3:19])[C:11]3=[O:16])[CH2:9]2)=[CH:4][CH:3]=1. (8) Given the reactants [NH:1]1[CH2:6][CH2:5][O:4][CH2:3][CH2:2]1.Br[CH2:8][C:9]([C:11]1[N:12]=[C:13]([C:23]2[CH:28]=[CH:27][C:26]([Cl:29])=[CH:25][C:24]=2[Cl:30])[N:14]([C:16]2[CH:21]=[CH:20][C:19]([Cl:22])=[CH:18][CH:17]=2)[CH:15]=1)=[O:10], predict the reaction product. The product is: [Cl:22][C:19]1[CH:20]=[CH:21][C:16]([N:14]2[CH:15]=[C:11]([C:9](=[O:10])[CH2:8][N:1]3[CH2:6][CH2:5][O:4][CH2:3][CH2:2]3)[N:12]=[C:13]2[C:23]2[CH:28]=[CH:27][C:26]([Cl:29])=[CH:25][C:24]=2[Cl:30])=[CH:17][CH:18]=1.